Dataset: Forward reaction prediction with 1.9M reactions from USPTO patents (1976-2016). Task: Predict the product of the given reaction. (1) The product is: [Cl:2][C:3]1[CH:8]=[CH:7][C:6]([N:9]2[C:14](=[O:15])[CH:13]=[C:12]([C:16]([F:19])([F:17])[F:18])[N:11]([CH3:20])[C:10]2=[O:21])=[CH:5][C:4]=1[CH:22]=[O:23]. Given the reactants O.[Cl:2][C:3]1[CH:8]=[CH:7][C:6]([N:9]2[C:14](=[O:15])[CH:13]=[C:12]([C:16]([F:19])([F:18])[F:17])[N:11]([CH3:20])[C:10]2=[O:21])=[CH:5][C:4]=1[CH:22]1OCC[O:23]1, predict the reaction product. (2) Given the reactants [CH2:1]([C:5]1=[CH:6][N:7]([C:21]([CH3:24])([CH3:23])[CH3:22])[S:8]/[C:9]/1=[N:10]\[C:11](=[O:20])[C:12]1[CH:17]=[C:16]([Cl:18])[CH:15]=[CH:14][C:13]=1F)[CH2:2][CH2:3][CH3:4].[CH2:25]([OH:30])[C:26]([F:29])([F:28])[F:27].CC(C)([O-])C.[K+], predict the reaction product. The product is: [F:27][C:26]([F:29])([F:28])[C:25]([OH:20])=[O:30].[CH2:1]([C:5]1=[CH:6][N:7]([C:21]([CH3:24])([CH3:23])[CH3:22])[S:8]/[C:9]/1=[N:10]\[C:11](=[O:20])[C:12]1[CH:17]=[C:16]([Cl:18])[CH:15]=[CH:14][C:13]=1[O:30][CH2:25][C:26]([F:29])([F:28])[F:27])[CH2:2][CH2:3][CH3:4]. (3) The product is: [C:28]([C@@:14]1([F:27])[C@H:15]([OH:16])[C@@H:23]([CH2:25][OH:26])[O:24][C@H:13]1[N:10]1[CH:9]=[N:8][C:7]2[C:6](=[O:30])[NH:5][C:4]([NH2:3])=[N:12][C:11]1=2)#[CH:29]. Given the reactants CO[N:3](C(C1C=CC=CC=1)(C1C=CC=CC=1)C1C=CC=CC=1)[C:4]1[NH:5][C:6](=[O:30])[C:7]2[N:8]=[CH:9][N:10]([C@@H:13]3[O:24][C@H:23]([CH2:25][OH:26])[C@@H:15]([O:16]C4CCCCO4)[C@@:14]3([C:28]#[CH:29])[F:27])[C:11]=2[N:12]=1, predict the reaction product.